Task: Predict the product of the given reaction.. Dataset: Forward reaction prediction with 1.9M reactions from USPTO patents (1976-2016) (1) Given the reactants [F:1][C:2]([F:27])([F:26])[C:3]1[N:7]2[N:8]=[C:9]([O:16][CH2:17][C:18]3[N:23]=[C:22]([CH:24]=O)[CH:21]=[CH:20][CH:19]=3)[C:10]3[C:15]([C:6]2=[N:5][N:4]=1)=[CH:14][CH:13]=[CH:12][CH:11]=3.[CH3:28][O:29][C:30]1[CH:38]=[CH:37][C:33]([CH2:34][CH2:35][NH2:36])=[CH:32][CH:31]=1.C(O[BH-](OC(=O)C)OC(=O)C)(=O)C.[Na+].ClC(Cl)C, predict the reaction product. The product is: [CH3:28][O:29][C:30]1[CH:38]=[CH:37][C:33]([CH2:34][CH2:35][NH:36][CH2:24][C:22]2[CH:21]=[CH:20][CH:19]=[C:18]([CH2:17][O:16][C:9]3[C:10]4[C:15](=[CH:14][CH:13]=[CH:12][CH:11]=4)[C:6]4=[N:5][N:4]=[C:3]([C:2]([F:26])([F:1])[F:27])[N:7]4[N:8]=3)[N:23]=2)=[CH:32][CH:31]=1. (2) Given the reactants [C:1]([C:3]1[CH:4]=[C:5]2[C:9](=[CH:10][CH:11]=1)[NH:8][CH:7]=[C:6]2[CH2:12][CH2:13][CH2:14][CH2:15][N:16]1[CH2:21][CH2:20][N:19]([C:22]2[CH:23]=[CH:24][C:25]3[O:29][C:28]([C:30]([OH:32])=O)=[CH:27][C:26]=3[CH:33]=2)[CH2:18][CH2:17]1)#[N:2].[OH-].[NH3+:35][NH2:36], predict the reaction product. The product is: [C:1]([C:3]1[CH:4]=[C:5]2[C:9](=[CH:10][CH:11]=1)[NH:8][CH:7]=[C:6]2[CH2:12][CH2:13][CH2:14][CH2:15][N:16]1[CH2:17][CH2:18][N:19]([C:22]2[CH:23]=[CH:24][C:25]3[O:29][C:28]([C:30]([NH:35][NH2:36])=[O:32])=[CH:27][C:26]=3[CH:33]=2)[CH2:20][CH2:21]1)#[N:2]. (3) Given the reactants N#N.[C:3]([O:7][C:8]([C:10]1([S:23]([C:26]2[CH:31]=[CH:30][C:29]([B:32]3[O:36][C:35]([CH3:38])([CH3:37])[C:34]([CH3:40])([CH3:39])[O:33]3)=[CH:28][CH:27]=2)(=[O:25])=[O:24])CCN(CC2C=CC=CC=2)CC1)=[O:9])([CH3:6])([CH3:5])[CH3:4].C([O-])(=O)C.[K+], predict the reaction product. The product is: [C:3]([O:7][C:8](=[O:9])[CH2:10][S:23]([C:26]1[CH:31]=[CH:30][C:29]([B:32]2[O:33][C:34]([CH3:40])([CH3:39])[C:35]([CH3:38])([CH3:37])[O:36]2)=[CH:28][CH:27]=1)(=[O:24])=[O:25])([CH3:6])([CH3:4])[CH3:5]. (4) Given the reactants [F:1][C:2]1[CH:7]=[C:6](B2OC(C)(C)C(C)(C)O2)[CH:5]=[CH:4][C:3]=1[C:17]1[N:18]=[CH:19][C:20]([NH2:23])=[N:21][CH:22]=1.Br[C:25]1[CH:30]=[CH:29][CH:28]=[CH:27][C:26]=1[S:31]([N:34]1[CH2:39][CH2:38][CH2:37][CH:36]([NH:40][C:41](=[O:47])[O:42][C:43]([CH3:46])([CH3:45])[CH3:44])[CH2:35]1)(=[O:33])=[O:32], predict the reaction product. The product is: [NH2:23][C:20]1[N:21]=[CH:22][C:17]([C:3]2[CH:4]=[CH:5][C:6]([C:25]3[CH:30]=[CH:29][CH:28]=[CH:27][C:26]=3[S:31]([N:34]3[CH2:39][CH2:38][CH2:37][CH:36]([NH:40][C:41](=[O:47])[O:42][C:43]([CH3:45])([CH3:44])[CH3:46])[CH2:35]3)(=[O:32])=[O:33])=[CH:7][C:2]=2[F:1])=[N:18][CH:19]=1.